Dataset: Forward reaction prediction with 1.9M reactions from USPTO patents (1976-2016). Task: Predict the product of the given reaction. Given the reactants [CH3:1][O:2][C:3]1[CH:11]=[CH:10][CH:9]=[C:8]2[C:4]=1[CH2:5][C:6](=[O:12])[NH:7]2.CN(C)[CH2:15][CH2:16]N(C)C.CCCCCC.C([Li])CCC.BrCCBr.[Cl-].[NH4+], predict the reaction product. The product is: [CH3:1][O:2][C:3]1[CH:11]=[CH:10][CH:9]=[C:8]2[C:4]=1[C:5]1([CH2:16][CH2:15]1)[C:6](=[O:12])[NH:7]2.